This data is from Full USPTO retrosynthesis dataset with 1.9M reactions from patents (1976-2016). The task is: Predict the reactants needed to synthesize the given product. (1) Given the product [N+:1]([C:4]1[CH:5]=[C:6]([N:10]2[C:11]3[C:12](=[CH:15][CH:16]=[CH:17][N:18]=3)[CH:13]=[C:32]([CH2:31][CH2:30][CH2:29][CH2:28][CH2:27][CH2:26][CH2:25][C:22]3[CH:21]=[CH:20][N:19]=[CH:24][CH:23]=3)[C:33]2=[O:34])[CH:7]=[CH:8][CH:9]=1)([O-:3])=[O:2], predict the reactants needed to synthesize it. The reactants are: [N+:1]([C:4]1[CH:5]=[C:6]([NH:10][C:11]2[N:18]=[CH:17][CH:16]=[CH:15][C:12]=2[CH:13]=O)[CH:7]=[CH:8][CH:9]=1)([O-:3])=[O:2].[N:19]1[CH:24]=[CH:23][C:22]([CH2:25][CH2:26][CH2:27][CH2:28][CH2:29][CH2:30][CH2:31][CH2:32][C:33](OC)=[O:34])=[CH:21][CH:20]=1.[Li+].CC([N-]C(C)C)C. (2) The reactants are: [CH3:1][O:2][C:3](=[O:8])[CH:4]=[CH:5][NH:6][CH3:7].[CH3:9][C:10]([CH3:14])=[CH:11][CH:12]=O.S([O-])([O-])(=O)=O.[Na+].[Na+]. Given the product [CH3:7][N:6]1[CH:12]=[CH:11][C:10]([CH3:14])([CH3:9])[C:4]([C:3]([O:2][CH3:1])=[O:8])=[CH:5]1, predict the reactants needed to synthesize it. (3) Given the product [F:6][C:7]1[CH:8]=[C:9]([NH:14][C:15](=[O:20])[O:16][CH:17]([CH3:18])[CH3:19])[CH:10]=[C:11]([F:13])[C:12]=1[CH:31]=[O:32], predict the reactants needed to synthesize it. The reactants are: C([Li])CCC.[F:6][C:7]1[CH:8]=[C:9]([NH:14][C:15](=[O:20])[O:16][CH:17]([CH3:19])[CH3:18])[CH:10]=[C:11]([F:13])[CH:12]=1.CN(CCN(C)C)C.CN(C)[CH:31]=[O:32]. (4) The reactants are: C([O-])([O-])=O.[K+].[K+].[Br:7][C:8]1[CH:13]=[CH:12][C:11]([C:14]2[CH:19]=[CH:18][C:17]([OH:20])=[CH:16][CH:15]=2)=[CH:10][CH:9]=1.I[CH2:22][CH2:23][CH2:24][CH2:25][CH3:26]. Given the product [Br:7][C:8]1[CH:9]=[CH:10][C:11]([C:14]2[CH:19]=[CH:18][C:17]([O:20][CH2:22][CH2:23][CH2:24][CH2:25][CH3:26])=[CH:16][CH:15]=2)=[CH:12][CH:13]=1, predict the reactants needed to synthesize it. (5) Given the product [CH3:18][C:2]1([CH3:1])[C:6]([CH3:7])([CH3:8])[O:5][B:4]([C:9]2[CH:17]=[CH:16][C:12]3[O:27][CH:26]=[N:25][C:11]=3[CH:10]=2)[O:3]1, predict the reactants needed to synthesize it. The reactants are: [CH3:1][C:2]1([CH3:18])[C:6]([CH3:8])([CH3:7])[O:5][B:4]([C:9]2[CH:17]=[CH:16][C:12]3N=CS[C:11]=3[CH:10]=2)[O:3]1.BrC1C=CC2[O:27][CH:26]=[N:25]C=2C=1. (6) Given the product [CH3:1][C:2]1[N:3]=[C:4]([CH:10]([CH3:12])[CH3:11])[N:5]([CH2:16][O:17][CH2:18][CH2:19][Si:20]([CH3:23])([CH3:22])[CH3:21])[C:6]=1[C:7]([O:9][CH2:29][CH3:30])=[O:8], predict the reactants needed to synthesize it. The reactants are: [CH3:1][C:2]1[N:3]=[C:4]([CH:10]([CH3:12])[CH3:11])[NH:5][C:6]=1[C:7]([O-:9])=[O:8].[H-].[Na+].Cl[CH2:16][O:17][CH2:18][CH2:19][Si:20]([CH3:23])([CH3:22])[CH3:21].C(=O)(O)[O-].[Na+].[CH2:29]1COC[CH2:30]1. (7) The reactants are: [Cl:1][C:2]1[CH:7]=[CH:6][CH:5]=[C:4]([Cl:8])[C:3]=1[OH:9].N1C=CC=CC=1.Cl[Si:17]([CH2:22][CH3:23])([CH2:20][CH3:21])[CH2:18][CH3:19].C(=O)([O-])O.[Na+]. Given the product [Cl:1][C:2]1[CH:7]=[CH:6][CH:5]=[C:4]([Cl:8])[C:3]=1[O:9][Si:17]([CH2:22][CH3:23])([CH2:20][CH3:21])[CH2:18][CH3:19], predict the reactants needed to synthesize it.